This data is from Forward reaction prediction with 1.9M reactions from USPTO patents (1976-2016). The task is: Predict the product of the given reaction. (1) Given the reactants [F:1][C:2]1[CH:3]=[C:4]2[C:9](=[CH:10][CH:11]=1)[S:8][CH2:7][CH2:6][C:5]2=O.CO[NH3+:15].[Cl-:16].O, predict the reaction product. The product is: [ClH:16].[F:1][C:2]1[CH:3]=[C:4]2[C:9](=[CH:10][CH:11]=1)[S:8][CH2:7][CH2:6][CH:5]2[NH2:15]. (2) Given the reactants Cl[C:2]1[CH:7]=[CH:6][C:5]([C:8]2[C:9]([C:14]([F:17])([F:16])[F:15])=[N:10][N:11]([CH3:13])[CH:12]=2)=[CH:4][CH:3]=1.[B:18]1([B:18]2[O:22][C:21]([CH3:24])([CH3:23])[C:20]([CH3:26])([CH3:25])[O:19]2)[O:22][C:21]([CH3:24])([CH3:23])[C:20]([CH3:26])([CH3:25])[O:19]1.CC(C1C=C(C(C)C)C(C2C=CC=CC=2P(C2CCCCC2)C2CCCCC2)=C(C(C)C)C=1)C.C([O-])(=O)C.[K+], predict the reaction product. The product is: [CH3:13][N:11]1[CH:12]=[C:8]([C:5]2[CH:6]=[CH:7][C:2]([B:18]3[O:22][C:21]([CH3:24])([CH3:23])[C:20]([CH3:26])([CH3:25])[O:19]3)=[CH:3][CH:4]=2)[C:9]([C:14]([F:17])([F:16])[F:15])=[N:10]1. (3) Given the reactants Cl[C:2]1[N:7]=[CH:6][CH:5]=[C:4]([Cl:8])[N:3]=1.[F:9][C:10]1[CH:11]=[C:12]([OH:19])[CH:13]=[CH:14][C:15]=1[N+:16]([O-:18])=[O:17].C(N(C(C)C)CC)(C)C, predict the reaction product. The product is: [Cl:8][C:4]1[CH:5]=[C:6]([O:19][C:12]2[CH:13]=[CH:14][C:15]([N+:16]([O-:18])=[O:17])=[C:10]([F:9])[CH:11]=2)[N:7]=[CH:2][N:3]=1.